Dataset: Full USPTO retrosynthesis dataset with 1.9M reactions from patents (1976-2016). Task: Predict the reactants needed to synthesize the given product. (1) Given the product [C:1]([N:11]1[CH2:15][CH2:14][C@H:13]([NH:16][CH:17]2[CH2:22][CH2:21][CH2:20][CH2:19][CH2:18]2)[CH2:12]1)([O:3][CH2:4][C:5]1[CH:10]=[CH:9][CH:8]=[CH:7][CH:6]=1)=[O:2], predict the reactants needed to synthesize it. The reactants are: [C:1]([N:11]1[CH2:15][CH2:14][C@H:13]([NH2:16])[CH2:12]1)([O:3][CH2:4][C:5]1[CH:10]=[CH:9][CH:8]=[CH:7][CH:6]=1)=[O:2].[C:17]1(=O)[CH2:22][CH2:21][CH2:20][CH2:19][CH2:18]1.[BH-](OC(C)=O)(OC(C)=O)OC(C)=O.[Na+]. (2) The reactants are: Br[C:2]1[C:3]([CH3:19])=[C:4]([NH:8][C:9](=[O:18])[CH:10]([F:17])[C:11]2[CH:16]=[CH:15][CH:14]=[CH:13][N:12]=2)[CH:5]=[CH:6][CH:7]=1.[CH3:20][C:21]1([CH3:37])[C:25]([CH3:27])([CH3:26])[O:24][B:23]([B:23]2[O:24][C:25]([CH3:27])([CH3:26])[C:21]([CH3:37])([CH3:20])[O:22]2)[O:22]1.C([O-])(=O)C.[K+]. Given the product [F:17][CH:10]([C:11]1[CH:16]=[CH:15][CH:14]=[CH:13][N:12]=1)[C:9]([NH:8][C:4]1[CH:5]=[CH:6][CH:7]=[C:2]([B:23]2[O:24][C:25]([CH3:27])([CH3:26])[C:21]([CH3:37])([CH3:20])[O:22]2)[C:3]=1[CH3:19])=[O:18], predict the reactants needed to synthesize it. (3) The reactants are: [O:1]=[C:2]([NH:13][C:14]1[CH:19]=[CH:18][CH:17]=[C:16]([C:20]2[C:29]3[C:24](=[CH:25][C:26]([O:35][CH3:36])=[C:27]4[O:32][C:31]([CH3:34])([CH3:33])[CH2:30][C:28]4=3)[CH2:23][C:22]([CH3:38])([CH3:37])[N:21]=2)[CH:15]=1)[CH2:3][CH2:4][NH:5]C(=O)OC(C)(C)C.Cl. Given the product [NH2:5][CH2:4][CH2:3][C:2]([NH:13][C:14]1[CH:19]=[CH:18][CH:17]=[C:16]([C:20]2[C:29]3[C:24](=[CH:25][C:26]([O:35][CH3:36])=[C:27]4[O:32][C:31]([CH3:34])([CH3:33])[CH2:30][C:28]4=3)[CH2:23][C:22]([CH3:38])([CH3:37])[N:21]=2)[CH:15]=1)=[O:1], predict the reactants needed to synthesize it. (4) Given the product [Br:1][C:2]1[CH:3]=[CH:4][C:5]2[O:6][C:7]([CH3:14])([CH3:13])[CH2:8][NH:9][C:10]=2[N:11]=1, predict the reactants needed to synthesize it. The reactants are: [Br:1][C:2]1[CH:3]=[CH:4][C:5]2[O:6][C:7]([CH3:14])([CH3:13])[C:8](=O)[NH:9][C:10]=2[N:11]=1.S(C)C. (5) Given the product [CH2:35]([CH:30]1[CH:31]=[C:32]([CH3:34])[CH2:33][CH:2]([CH3:1])[CH2:3][CH:4]([O:56][CH3:57])[CH:5]2[O:10][C:9]([OH:52])([CH:8]([CH3:53])[CH2:7][CH:6]2[O:54][CH3:55])[C:11](=[O:12])[C:13](=[O:14])[N:15]2[CH:20]([CH2:19][CH2:18][CH2:17][CH2:16]2)[C:21](=[O:22])[O:23][CH:24]([C:40]([CH3:51])=[CH:41][CH:42]2[CH2:43][CH2:44][CH:45]([O:50][S:65]([C:62]3[CH:63]=[CH:64][C:59]([I:58])=[CH:60][CH:61]=3)(=[O:67])=[O:66])[CH:46]([O:48][CH3:49])[CH2:47]2)[CH:25]([CH3:39])[CH:26]([OH:38])[CH2:27][C:28]1=[O:29])[CH:36]=[CH2:37].[CH2:35]([CH:30]1[CH:31]=[C:32]([CH3:34])[CH2:33][CH:2]([CH3:1])[CH2:3][CH:4]([O:56][CH3:57])[CH:5]2[O:10][C:9]([OH:52])([CH:8]([CH3:53])[CH2:7][CH:6]2[O:54][CH3:55])[C:11](=[O:12])[C:13](=[O:14])[N:15]2[CH:20]([CH2:19][CH2:18][CH2:17][CH2:16]2)[C:21](=[O:22])[O:23][CH:24]([C:40]([CH3:51])=[CH:41][CH:42]2[CH2:43][CH2:44][CH:45]([O:66][S:65]([C:62]3[CH:63]=[CH:64][C:59]([I:58])=[CH:60][CH:61]=3)(=[O:67])=[O:71])[CH:46]([O:48][CH3:49])[CH2:47]2)[CH:25]([CH3:39])[CH:26]=[CH:27][C:28]1=[O:29])[CH:36]=[CH2:37], predict the reactants needed to synthesize it. The reactants are: [CH3:1][C@H:2]1[CH2:33][C:32]([CH3:34])=[CH:31][C@@H:30]([CH2:35][CH:36]=[CH2:37])[C:28](=[O:29])[CH2:27][C@H:26]([OH:38])[C@@H:25]([CH3:39])[C@@H:24](/[C:40](/[CH3:51])=[CH:41]/[C@H:42]2[CH2:47][C@@H:46]([O:48][CH3:49])[C@H:45]([OH:50])[CH2:44][CH2:43]2)[O:23][C:21](=[O:22])[C@H:20]2[N:15]([CH2:16][CH2:17][CH2:18][CH2:19]2)[C:13](=[O:14])[C:11](=[O:12])[C@:9]2([OH:52])[O:10][C@@H:5]([C@@H:6]([O:54][CH3:55])[CH2:7][C@H:8]2[CH3:53])[C@@H:4]([O:56][CH3:57])[CH2:3]1.[I:58][C:59]1[CH:64]=[CH:63][C:62]([S:65](Cl)(=[O:67])=[O:66])=[CH:61][CH:60]=1.C(OCC)(=[O:71])C. (6) Given the product [CH3:1][O:2][C:3]1[CH:4]=[C:5]2[C:10](=[CH:11][CH:12]=1)[C:9](=[O:13])[CH:8]([C:16]([O:17][CH3:18])=[O:19])[CH2:7][CH2:6]2, predict the reactants needed to synthesize it. The reactants are: [CH3:1][O:2][C:3]1[CH:4]=[C:5]2[C:10](=[CH:11][CH:12]=1)[C:9](=[O:13])[CH2:8][CH2:7][CH2:6]2.[H-].[Na+].[C:16](=O)([O:19]C)[O:17][CH3:18]. (7) Given the product [C:1]([NH:4][CH:5]([C:11](=[O:13])[CH2:12][Br:14])[C:6]([O:8][CH2:9][CH3:10])=[O:7])(=[O:3])[CH3:2], predict the reactants needed to synthesize it. The reactants are: [C:1]([NH:4][CH:5]([C:11](=[O:13])[CH3:12])[C:6]([O:8][CH2:9][CH3:10])=[O:7])(=[O:3])[CH3:2].[Br:14]Br.O.